This data is from Full USPTO retrosynthesis dataset with 1.9M reactions from patents (1976-2016). The task is: Predict the reactants needed to synthesize the given product. (1) Given the product [F:1][C:2]1[CH:3]=[CH:4][C:5]([O:34][CH3:35])=[C:6]([C:8]2[C:12]([C:13]3[N:14]=[C:15]([NH:18][C:19]4[N:24]=[CH:23][CH:22]=[CH:21][N:20]=4)[S:16][CH:17]=3)=[CH:11][NH:10][N:9]=2)[CH:7]=1, predict the reactants needed to synthesize it. The reactants are: [F:1][C:2]1[CH:3]=[CH:4][C:5]([O:34][CH3:35])=[C:6]([C:8]2[C:12]([C:13]3[N:14]=[C:15]([NH:18][C:19]4[N:24]=[CH:23][CH:22]=[CH:21][N:20]=4)[S:16][CH:17]=3)=[CH:11][N:10](CC3C=CC(OC)=CC=3)[N:9]=2)[CH:7]=1. (2) Given the product [Cl:13][C:10]1[CH:11]=[CH:12][C:7]([S:4]([CH2:3][CH2:2][NH:1][C:36](=[O:38])[CH3:37])(=[O:5])=[O:6])=[C:8]([NH:14][S:15]([C:18]2[CH:23]=[CH:22][C:21]([Cl:24])=[C:20]([C:25]([F:26])([F:27])[F:28])[CH:19]=2)(=[O:17])=[O:16])[CH:9]=1, predict the reactants needed to synthesize it. The reactants are: [NH2:1][CH2:2][CH2:3][S:4]([C:7]1[CH:12]=[CH:11][C:10]([Cl:13])=[CH:9][C:8]=1[NH:14][S:15]([C:18]1[CH:23]=[CH:22][C:21]([Cl:24])=[C:20]([C:25]([F:28])([F:27])[F:26])[CH:19]=1)(=[O:17])=[O:16])(=[O:6])=[O:5].CCN(CC)CC.[C:36](OC(=O)C)(=[O:38])[CH3:37]. (3) Given the product [CH3:44][O:47][CH2:4][CH2:5][S:6][C:7]1[CH:8]=[C:9]([O:34][C:35]2[C:36]([CH3:41])=[N:37][CH:38]=[CH:39][CH:40]=2)[C:10]([NH:13][C:14]2[S:18][N:17]=[C:16]([CH:19]3[CH2:20][CH:21]4[N:26]([C:27]([O:29][C:30]([CH3:31])([CH3:33])[CH3:32])=[O:28])[CH:24]([CH2:23][CH2:22]4)[CH2:25]3)[N:15]=2)=[N:11][CH:12]=1, predict the reactants needed to synthesize it. The reactants are: COC(=O)[CH2:4][CH2:5][S:6][C:7]1[CH:8]=[C:9]([O:34][C:35]2[C:36]([CH3:41])=[N:37][CH:38]=[CH:39][CH:40]=2)[C:10]([NH:13][C:14]2[S:18][N:17]=[C:16]([CH:19]3[CH2:25][CH:24]4[N:26]([C:27]([O:29][C:30]([CH3:33])([CH3:32])[CH3:31])=[O:28])[CH:21]([CH2:22][CH2:23]4)[CH2:20]3)[N:15]=2)=[N:11][CH:12]=1.C[C:44]([O-:47])(C)C.[K+].BrCCOC. (4) Given the product [CH2:14]([O:3][C:4]1[CH:5]=[C:6]([CH:11]=[CH:12][CH:13]=1)[C:7]([O:9][CH3:10])=[O:8])[C:15]1[CH:20]=[CH:19][CH:18]=[CH:17][CH:16]=1, predict the reactants needed to synthesize it. The reactants are: [H-].[Na+].[OH:3][C:4]1[CH:5]=[C:6]([CH:11]=[CH:12][CH:13]=1)[C:7]([O:9][CH3:10])=[O:8].[CH2:14](Br)[C:15]1[CH:20]=[CH:19][CH:18]=[CH:17][CH:16]=1. (5) Given the product [CH:2]1([CH2:5][N:6]2[CH2:12][CH2:11][CH2:10][N:9]([C:13]([C@H:15]3[CH2:19][CH2:18][NH:17][CH2:16]3)=[O:14])[CH2:8][CH2:7]2)[CH2:4][CH2:3]1, predict the reactants needed to synthesize it. The reactants are: Cl.[CH:2]1([CH2:5][N:6]2[CH2:12][CH2:11][CH2:10][N:9]([C:13]([C@H:15]3[CH2:19][CH2:18][N:17](C(OC(C)(C)C)=O)[CH2:16]3)=[O:14])[CH2:8][CH2:7]2)[CH2:4][CH2:3]1. (6) The reactants are: [O:1]([C:8]1[CH:9]=[C:10]2[C:15](=[CH:16][CH:17]=1)[N:14]=[C:13]([NH2:18])[C:12]([CH:19]([CH:24]1[CH2:29][CH2:28][O:27][CH2:26][CH2:25]1)[CH2:20][CH2:21][CH:22]=[CH2:23])=[CH:11]2)[C:2]1[CH:7]=[CH:6][CH:5]=[CH:4][CH:3]=1.[C:30](OC(=O)C)(=[O:32])[CH3:31]. Given the product [O:1]([C:8]1[CH:9]=[C:10]2[C:15](=[CH:16][CH:17]=1)[N:14]=[C:13]([NH:18][C:30](=[O:32])[CH3:31])[C:12]([CH:19]([CH:24]1[CH2:29][CH2:28][O:27][CH2:26][CH2:25]1)[CH2:20][CH2:21][CH:22]=[CH2:23])=[CH:11]2)[C:2]1[CH:3]=[CH:4][CH:5]=[CH:6][CH:7]=1, predict the reactants needed to synthesize it. (7) Given the product [Br:1][C:2]1[CH:3]=[C:4]2[C:9](=[CH:10][CH:11]=1)[N:8]([CH2:26][C:25]1[CH:28]=[CH:29][C:22]([O:21][CH3:20])=[CH:23][CH:24]=1)[CH2:7][CH2:6][CH2:5]2, predict the reactants needed to synthesize it. The reactants are: [Br:1][C:2]1[CH:3]=[C:4]2[C:9](=[CH:10][CH:11]=1)[NH:8][CH2:7][CH2:6][CH2:5]2.C(=O)([O-])[O-].[K+].[K+].[I-].[Na+].[CH3:20][O:21][C:22]1[CH:29]=[CH:28][C:25]([CH2:26]Cl)=[CH:24][CH:23]=1. (8) Given the product [F:37][C:18]1[CH:19]=[CH:20][C:15]([C:13]2[O:12][N:11]=[C:10]([C:8]3[CH:7]=[CH:6][C:5]([S:31]([NH2:34])(=[O:33])=[O:32])=[C:4]([O:3][C:2]([F:35])([F:1])[F:36])[CH:9]=3)[N:14]=2)=[CH:16][C:17]=1[C:27]([F:29])([F:28])[F:30], predict the reactants needed to synthesize it. The reactants are: [F:1][C:2]([F:36])([F:35])[O:3][C:4]1[CH:9]=[C:8]([C:10]2[N:14]=[C:13]([C:15]3[CH:20]=[CH:19][C:18](C4C=CC=CC=4)=[C:17]([C:27]([F:30])([F:29])[F:28])[CH:16]=3)[O:12][N:11]=2)[CH:7]=[CH:6][C:5]=1[S:31]([NH2:34])(=[O:33])=[O:32].[F:37]C1C=CC(C(O)=O)=CC=1C(F)(F)F. (9) The reactants are: [C:1]([CH:3]([C:5]1[CH:6]=[C:7]([CH:12]=[CH:13][CH:14]=1)[C:8]([O:10][CH3:11])=[O:9])[CH3:4])#[N:2].C[O-].[Na+].Br[CH2:19][CH:20]1[CH2:22][CH2:21]1.[H-].[Na+]. Given the product [C:1]([C:3]([C:5]1[CH:6]=[C:7]([CH:12]=[CH:13][CH:14]=1)[C:8]([O:10][CH3:11])=[O:9])([CH3:4])[CH2:19][CH:20]1[CH2:22][CH2:21]1)#[N:2], predict the reactants needed to synthesize it. (10) Given the product [ClH:51].[NH2:7][C:8]([CH2:16][CH2:17][C:18]1[CH:23]=[CH:22][C:21]([O:24][CH2:25][CH2:26][CH2:27][CH2:28][CH2:29][CH2:30][CH3:31])=[C:20]([C:32]#[N:33])[CH:19]=1)([CH2:13][OH:12])[CH2:9][OH:10], predict the reactants needed to synthesize it. The reactants are: C(OC(=O)[NH:7][C:8]1([CH2:16][CH2:17][C:18]2[CH:23]=[CH:22][C:21]([O:24][CH2:25][CH2:26][CH2:27][CH2:28][CH2:29][CH2:30][CH3:31])=[C:20]([C:32]#[N:33])[CH:19]=2)[CH2:13][O:12]C(C)(C)[O:10][CH2:9]1)(C)(C)C.C1(C)C=CC(S(O)(=O)=O)=CC=1.C(=O)([O-])O.[Na+].[ClH:51].